This data is from Full USPTO retrosynthesis dataset with 1.9M reactions from patents (1976-2016). The task is: Predict the reactants needed to synthesize the given product. Given the product [Cl:32][C:33]1[CH:34]=[CH:35][C:36]([CH:39]2[NH:43][C:42]([C:44]3[CH:49]=[CH:48][C:47]([O:50][CH3:51])=[CH:46][C:45]=3[O:52][CH2:53][CH3:54])=[N:41][CH:40]2[CH2:55][CH2:56][CH3:57])=[CH:37][CH:38]=1, predict the reactants needed to synthesize it. The reactants are: ClC1C=CC(C(N)C(N)CCC)=CC=1.Cl.C(OC1C=C(OC)C=CC=1C(=N)OCC)C.[Cl:32][C:33]1[CH:38]=[CH:37][C:36]([CH:39]2[NH:43][C:42]([C:44]3[CH:49]=[CH:48][C:47]([O:50][CH3:51])=[CH:46][C:45]=3[O:52][CH2:53][CH3:54])=[N:41][CH:40]2[CH2:55][CH:56]2CCC[CH2:57]2)=[CH:35][CH:34]=1.